This data is from Catalyst prediction with 721,799 reactions and 888 catalyst types from USPTO. The task is: Predict which catalyst facilitates the given reaction. (1) Reactant: [CH3:1][O:2][C:3](=[O:18])[CH2:4][CH:5]([NH:9][C:10]([C:12]1[S:13][C:14]([CH3:17])=[CH:15][CH:16]=1)=[O:11])[C:6](=O)[CH3:7].C(OC(=O)C)(=O)C.OS(O)(=O)=O. Product: [CH3:1][O:2][C:3](=[O:18])[CH2:4][C:5]1[N:9]=[C:10]([C:12]2[S:13][C:14]([CH3:17])=[CH:15][CH:16]=2)[O:11][C:6]=1[CH3:7]. The catalyst class is: 6. (2) Reactant: C([O:8][C:9]1[CH:18]=[C:17]2[C:12]([C:13]([O:19][C:20]3[C:21]([CH3:30])=[N:22][C:23]4[C:28]([CH:29]=3)=[CH:27][CH:26]=[CH:25][N:24]=4)=[CH:14][CH:15]=[N:16]2)=[CH:11][C:10]=1[O:31][CH3:32])C1C=CC=CC=1.CS(O)(=O)=O. Product: [OH:8][C:9]1[CH:18]=[C:17]2[C:12]([C:13]([O:19][C:20]3[C:21]([CH3:30])=[N:22][C:23]4[C:28]([CH:29]=3)=[CH:27][CH:26]=[CH:25][N:24]=4)=[CH:14][CH:15]=[N:16]2)=[CH:11][C:10]=1[O:31][CH3:32]. The catalyst class is: 55.